This data is from Forward reaction prediction with 1.9M reactions from USPTO patents (1976-2016). The task is: Predict the product of the given reaction. (1) Given the reactants [CH3:1][CH2:2][O:3][C:4]1[CH:5]=[CH:6][C:7]([NH2:10])=[CH:8][CH:9]=1.[Cl-].[Cl:12][C:13]1[CH:18]=[CH:17][C:16]([N+]#N)=[CH:15][CH:14]=1, predict the reaction product. The product is: [Cl:12][C:13]1[CH:18]=[CH:17][C:16]([C:8]2[C:7]([NH2:10])=[CH:6][CH:5]=[C:4]([O:3][CH2:2][CH3:1])[CH:9]=2)=[CH:15][CH:14]=1.[Cl:12][C:13]1[CH:18]=[CH:17][C:16]([C:9]2[C:4]([O:3][CH2:2][CH3:1])=[CH:5][CH:6]=[C:7]([NH2:10])[CH:8]=2)=[CH:15][CH:14]=1. (2) Given the reactants [N+:1]([CH2:4][CH:5]([C:7]1[CH:8]=[N:9][C:10]([C:13]([F:16])([F:15])[F:14])=[CH:11][CH:12]=1)[OH:6])([O-])=O.C1COCC1.C([O-])=O.[NH4+], predict the reaction product. The product is: [NH2:1][CH2:4][CH:5]([C:7]1[CH:8]=[N:9][C:10]([C:13]([F:16])([F:14])[F:15])=[CH:11][CH:12]=1)[OH:6]. (3) Given the reactants [NH2:1][C:2]1[CH:3]=[C:4]([C:8]([C:10]2[N:11]=[CH:12][N:13](S(N(C)C)(=O)=O)[CH:14]=2)=[CH2:9])[CH:5]=[CH:6][CH:7]=1.[CH3:21][S:22](Cl)(=[O:24])=[O:23], predict the reaction product. The product is: [NH:13]1[CH:14]=[C:10]([C:8]([C:4]2[CH:3]=[C:2]([NH:1][S:22]([CH3:21])(=[O:24])=[O:23])[CH:7]=[CH:6][CH:5]=2)=[CH2:9])[N:11]=[CH:12]1. (4) Given the reactants [ClH:1].[N:2]1[CH:7]=[CH:6][CH:5]=[CH:4][C:3]=1[CH2:8][Cl:9].Cl.[CH3:11][O:12][C:13]1[CH:14]=[C:15]([C:21]2[C@@H:30]3[C@@H:25]([CH2:26][CH:27]=[CH:28][CH2:29]3)[C:24](=[O:31])[N:23]([CH:32]3[CH2:37][CH2:36][N:35](CC4C=C5C(C=CC(=O)O5)=CC=4)[CH2:34][CH2:33]3)[N:22]=2)[CH:16]=[CH:17][C:18]=1[O:19][CH3:20], predict the reaction product. The product is: [ClH:9].[ClH:1].[CH3:11][O:12][C:13]1[CH:14]=[C:15]([C:21]2[C@@H:30]3[C@@H:25]([CH2:26][CH:27]=[CH:28][CH2:29]3)[C:24](=[O:31])[N:23]([CH:32]3[CH2:37][CH2:36][N:35]([CH2:8][C:3]4[CH:4]=[CH:5][CH:6]=[CH:7][N:2]=4)[CH2:34][CH2:33]3)[N:22]=2)[CH:16]=[CH:17][C:18]=1[O:19][CH3:20]. (5) Given the reactants [CH3:1][C:2]1[C:7]([O:8][CH2:9][C:10](OC)=[O:11])=[C:6]([CH3:14])[CH:5]=[CH:4][N:3]=1.O.[NH2:16][NH2:17], predict the reaction product. The product is: [CH3:1][C:2]1[C:7]([O:8][CH2:9][C:10]([NH:16][NH2:17])=[O:11])=[C:6]([CH3:14])[CH:5]=[CH:4][N:3]=1.